From a dataset of Reaction yield outcomes from USPTO patents with 853,638 reactions. Predict the reaction yield, written as a fraction of the theoretical maximum amount of product (1.0 means a 100% yield; for example, 0.34 means a 34% yield). (1) The reactants are ClC(Cl)(O[C:5](=[O:11])[O:6][C:7](Cl)(Cl)Cl)Cl.[C:13]([O:17][C@H:18]([CH3:31])[C@H:19]([NH:22][C:23]1[CH:28]=[C:27]([CH3:29])[N:26]=[C:25]([Cl:30])[N:24]=1)CO)([CH3:16])([CH3:15])[CH3:14].N1C(C)=CC=CC=1C. The catalyst is C(Cl)Cl.[Cl-].[Na+]. The product is [C:13]([O:17][C@@H:18]([C@H:19]1[CH2:7][O:6][C:5](=[O:11])[N:22]1[C:23]1[CH:28]=[C:27]([CH3:29])[N:26]=[C:25]([Cl:30])[N:24]=1)[CH3:31])([CH3:16])([CH3:14])[CH3:15]. The yield is 0.610. (2) The reactants are [Cl:1][C:2]1[CH:3]=[C:4]([CH:8]=[N:9][C:10]([O:12][Si](C)(C)C)=[CH2:11])[CH:5]=[CH:6][CH:7]=1.[CH2:17]([O:19][C:20]([N:22]1[C:30]2[C:25](=[CH:26][CH:27]=[C:28]([Cl:31])[CH:29]=2)/[C:24](=[CH:32]/[C:33]2[CH:38]=[C:37]([F:39])[CH:36]=[CH:35][C:34]=2[CH3:40])/[C:23]1=[O:41])=[O:21])[CH3:18].CO. The catalyst is C1(C)C=CC=CC=1. The product is [CH2:17]([O:19][C:20]([N:22]1[C:30]2[C:25](=[CH:26][CH:27]=[C:28]([Cl:31])[CH:29]=2)[C:24]2([CH:32]([C:33]3[CH:38]=[C:37]([F:39])[CH:36]=[CH:35][C:34]=3[CH3:40])[CH2:12][C:10](=[O:11])[NH:9][CH:8]2[C:4]2[CH:5]=[CH:6][CH:7]=[C:2]([Cl:1])[CH:3]=2)[C:23]1=[O:41])=[O:21])[CH3:18]. The yield is 0.820. (3) The reactants are I[C:2]1[CH:7]=[CH:6][C:5]([NH2:8])=[C:4]([C:9]([F:12])([F:11])[F:10])[CH:3]=1.[CH3:13][N:14](C=O)C. The catalyst is [C-]#N.[C-]#N.[Zn+2].C1C=CC([P]([Pd]([P](C2C=CC=CC=2)(C2C=CC=CC=2)C2C=CC=CC=2)([P](C2C=CC=CC=2)(C2C=CC=CC=2)C2C=CC=CC=2)[P](C2C=CC=CC=2)(C2C=CC=CC=2)C2C=CC=CC=2)(C2C=CC=CC=2)C2C=CC=CC=2)=CC=1. The product is [NH2:8][C:5]1[CH:6]=[CH:7][C:2]([C:13]#[N:14])=[CH:3][C:4]=1[C:9]([F:12])([F:11])[F:10]. The yield is 0.993. (4) The reactants are [CH2:1]([N:3]1[CH:7]=[C:6]([C:8]([OH:10])=O)[C:5]([CH3:11])=[N:4]1)[CH3:2].CN(C)C=O.C(Cl)(=O)C(Cl)=O.[NH2:23][C:24]1[CH:25]=[C:26]([CH:44]=[CH:45][C:46]=1[Cl:47])[O:27][C:28]1[CH:29]=[CH:30][C:31]2[N:32]([CH:34]=[C:35]([NH:37][C:38]([CH:40]3[CH2:42][CH:41]3[CH3:43])=[O:39])[N:36]=2)[N:33]=1. The catalyst is CN(C)C(=O)C.O1CCCC1. The product is [Cl:47][C:46]1[CH:45]=[CH:44][C:26]([O:27][C:28]2[CH:29]=[CH:30][C:31]3[N:32]([CH:34]=[C:35]([NH:37][C:38]([CH:40]4[CH2:42][CH:41]4[CH3:43])=[O:39])[N:36]=3)[N:33]=2)=[CH:25][C:24]=1[NH:23][C:8]([C:6]1[C:5]([CH3:11])=[N:4][N:3]([CH2:1][CH3:2])[CH:7]=1)=[O:10]. The yield is 0.280.